This data is from NCI-60 drug combinations with 297,098 pairs across 59 cell lines. The task is: Regression. Given two drug SMILES strings and cell line genomic features, predict the synergy score measuring deviation from expected non-interaction effect. (1) Synergy scores: CSS=7.03, Synergy_ZIP=-2.71, Synergy_Bliss=1.05, Synergy_Loewe=-4.32, Synergy_HSA=-0.0355. Drug 2: CS(=O)(=O)OCCCCOS(=O)(=O)C. Cell line: OVCAR-8. Drug 1: CC1=CC2C(CCC3(C2CCC3(C(=O)C)OC(=O)C)C)C4(C1=CC(=O)CC4)C. (2) Cell line: SK-MEL-5. Synergy scores: CSS=-0.635, Synergy_ZIP=0.405, Synergy_Bliss=-0.287, Synergy_Loewe=-0.318, Synergy_HSA=-1.58. Drug 1: CC1=C(C(CCC1)(C)C)C=CC(=CC=CC(=CC(=O)O)C)C. Drug 2: COC1=C2C(=CC3=C1OC=C3)C=CC(=O)O2. (3) Drug 1: C1CCC(CC1)NC(=O)N(CCCl)N=O. Drug 2: C1CC(C1)(C(=O)O)C(=O)O.[NH2-].[NH2-].[Pt+2]. Cell line: RPMI-8226. Synergy scores: CSS=53.3, Synergy_ZIP=-0.0593, Synergy_Bliss=-2.61, Synergy_Loewe=-7.82, Synergy_HSA=-0.251. (4) Drug 1: CN(C)N=NC1=C(NC=N1)C(=O)N. Drug 2: CCCCCOC(=O)NC1=NC(=O)N(C=C1F)C2C(C(C(O2)C)O)O. Cell line: NCIH23. Synergy scores: CSS=-1.55, Synergy_ZIP=-0.850, Synergy_Bliss=-2.57, Synergy_Loewe=-4.27, Synergy_HSA=-3.48. (5) Drug 1: C1CCC(C1)C(CC#N)N2C=C(C=N2)C3=C4C=CNC4=NC=N3. Drug 2: COC1=CC(=CC(=C1O)OC)C2C3C(COC3=O)C(C4=CC5=C(C=C24)OCO5)OC6C(C(C7C(O6)COC(O7)C8=CC=CS8)O)O. Cell line: M14. Synergy scores: CSS=22.8, Synergy_ZIP=-5.58, Synergy_Bliss=-1.87, Synergy_Loewe=-35.3, Synergy_HSA=-9.93. (6) Drug 1: COC1=NC(=NC2=C1N=CN2C3C(C(C(O3)CO)O)O)N. Drug 2: C1C(C(OC1N2C=NC3=C2NC=NCC3O)CO)O. Cell line: SK-MEL-28. Synergy scores: CSS=-0.123, Synergy_ZIP=1.28, Synergy_Bliss=2.53, Synergy_Loewe=-0.523, Synergy_HSA=-0.400. (7) Drug 1: COC1=C(C=C2C(=C1)N=CN=C2NC3=CC(=C(C=C3)F)Cl)OCCCN4CCOCC4. Drug 2: COC1=CC(=CC(=C1O)OC)C2C3C(COC3=O)C(C4=CC5=C(C=C24)OCO5)OC6C(C(C7C(O6)COC(O7)C8=CC=CS8)O)O. Cell line: HL-60(TB). Synergy scores: CSS=77.5, Synergy_ZIP=10.9, Synergy_Bliss=11.4, Synergy_Loewe=11.6, Synergy_HSA=13.2. (8) Drug 1: CC12CCC(CC1=CCC3C2CCC4(C3CC=C4C5=CN=CC=C5)C)O. Drug 2: CC1=CC=C(C=C1)C2=CC(=NN2C3=CC=C(C=C3)S(=O)(=O)N)C(F)(F)F. Cell line: DU-145. Synergy scores: CSS=3.25, Synergy_ZIP=-1.09, Synergy_Bliss=0.649, Synergy_Loewe=-1.79, Synergy_HSA=-0.393.